This data is from Full USPTO retrosynthesis dataset with 1.9M reactions from patents (1976-2016). The task is: Predict the reactants needed to synthesize the given product. (1) Given the product [C:12]1([N:9]2[C:5]3=[N:6][CH:7]=[N:8][C:3]([NH:1][N:2]=[CH:25][C:23]4[O:24][C:20]([CH2:18][CH3:19])=[CH:21][CH:22]=4)=[C:4]3[CH:11]=[N:10]2)[CH:17]=[CH:16][CH:15]=[CH:14][CH:13]=1, predict the reactants needed to synthesize it. The reactants are: [NH:1]([C:3]1[N:8]=[CH:7][N:6]=[C:5]2[N:9]([C:12]3[CH:17]=[CH:16][CH:15]=[CH:14][CH:13]=3)[N:10]=[CH:11][C:4]=12)[NH2:2].[CH2:18]([C:20]1[O:24][C:23]([CH:25]=O)=[CH:22][CH:21]=1)[CH3:19]. (2) Given the product [CH3:5][C:6]1([C:11]([O:13][CH3:14])=[O:12])[CH2:10][CH2:9][CH2:8][O:7]1, predict the reactants needed to synthesize it. The reactants are: S(Cl)(Cl)=O.[CH3:5][C:6]1([C:11]([OH:13])=[O:12])[CH2:10][CH2:9][CH2:8][O:7]1.[CH3:14]O. (3) The reactants are: [CH3:1][S:2]([O:5][C:6]1[CH:7]=[C:8]([C:16]([O:18][CH3:19])=[O:17])[CH:9]=[C:10]([CH:15]=1)[C:11]([O:13]C)=[O:12])(=[O:4])=[O:3].[OH-].[Na+]. Given the product [CH3:19][O:18][C:16]([C:8]1[CH:9]=[C:10]([CH:15]=[C:6]([O:5][S:2]([CH3:1])(=[O:4])=[O:3])[CH:7]=1)[C:11]([OH:13])=[O:12])=[O:17], predict the reactants needed to synthesize it. (4) Given the product [NH2:22][C:18]1[N:17]=[C:16]([N:8]2[C:7]3[CH:23]=[C:3]([C:1]#[C:2][C:38]([C:33]4[N:34]=[CH:35][CH:36]=[CH:37][N:32]=4)([OH:40])[CH3:39])[CH:4]=[CH:5][C:6]=3[N:10]=[C:9]2[O:11][CH:12]2[CH2:13][O:14][CH2:15]2)[CH:21]=[CH:20][N:19]=1, predict the reactants needed to synthesize it. The reactants are: [C:1]([C:3]1[CH:4]=[CH:5][C:6]2[N:10]=[C:9]([O:11][CH:12]3[CH2:15][O:14][CH2:13]3)[N:8]([C:16]3[CH:21]=[CH:20][N:19]=[C:18]([NH2:22])[N:17]=3)[C:7]=2[CH:23]=1)#[CH:2].C([N-]C(C)C)(C)C.[Li+].[N:32]1[CH:37]=[CH:36][CH:35]=[N:34][C:33]=1[C:38](=[O:40])[CH3:39].[Cl-].[NH4+]. (5) Given the product [Cl:1][C:2]1[C:3]([CH3:14])=[C:4]([C:9]2[CH2:13][CH2:12][O:11][N:10]=2)[C:5]([S:16][CH3:15])=[CH:6][CH:7]=1, predict the reactants needed to synthesize it. The reactants are: [Cl:1][C:2]1[C:3]([CH3:14])=[C:4]([C:9]2[CH2:13][CH2:12][O:11][N:10]=2)[C:5](Cl)=[CH:6][CH:7]=1.[CH3:15][S-:16].[Na+].O. (6) Given the product [Br:1][C:2]1[C:7]([OH:8])=[CH:6][CH:5]=[C:4]([I:15])[N:3]=1, predict the reactants needed to synthesize it. The reactants are: [Br:1][C:2]1[C:7]([OH:8])=[CH:6][CH:5]=[CH:4][N:3]=1.C(=O)([O-])[O-].[K+].[K+].[I:15]I.S(S([O-])=O)([O-])(=O)=O.[Na+].[Na+].Cl. (7) Given the product [C:31]([N:25]1[CH2:30][CH2:29][N:28]([C:2]2[N:7]=[CH:6][C:5]([CH2:8][C:9]([NH:11][C:12]3[CH:17]=[CH:16][C:15]([C:18]4[CH:23]=[CH:22][CH:21]=[C:20]([F:24])[CH:19]=4)=[CH:14][N:13]=3)=[O:10])=[CH:4][CH:3]=2)[CH2:27][CH2:26]1)(=[O:33])[CH3:32], predict the reactants needed to synthesize it. The reactants are: Cl[C:2]1[N:7]=[CH:6][C:5]([CH2:8][C:9]([NH:11][C:12]2[CH:17]=[CH:16][C:15]([C:18]3[CH:23]=[CH:22][CH:21]=[C:20]([F:24])[CH:19]=3)=[CH:14][N:13]=2)=[O:10])=[CH:4][CH:3]=1.[N:25]1([C:31](=[O:33])[CH3:32])[CH2:30][CH2:29][NH:28][CH2:27][CH2:26]1. (8) Given the product [F:1][C:2]1[CH:7]=[CH:6][CH:5]=[C:4]([F:8])[C:3]=1[C:9]1[O:10][C:11]([C:17]2[S:18][CH:19]=[CH:20][CH:21]=2)=[C:12]([C:14]([NH2:29])=[O:15])[N:13]=1, predict the reactants needed to synthesize it. The reactants are: [F:1][C:2]1[CH:7]=[CH:6][CH:5]=[C:4]([F:8])[C:3]=1[C:9]1[O:10][C:11]([C:17]2[S:18][CH:19]=[CH:20][CH:21]=2)=[C:12]([C:14](O)=[O:15])[N:13]=1.O.OC1C2N=N[NH:29]C=2C=CC=1.N.O1CCOCC1.Cl.CN(C)CCCN=C=NCC. (9) Given the product [Br:35][CH2:36][CH2:37][CH2:38][CH2:39][CH2:40][C:41]([NH:27][C:26]1[C:25]([CH:22]([CH3:24])[CH3:23])=[CH:31][CH:30]=[CH:29][C:28]=1[CH:32]([CH3:34])[CH3:33])=[O:42], predict the reactants needed to synthesize it. The reactants are: CCN=C=NCCCN(C)C.C1C=CC2N(O)N=NC=2C=1.[CH:22]([C:25]1[CH:31]=[CH:30][CH:29]=[C:28]([CH:32]([CH3:34])[CH3:33])[C:26]=1[NH2:27])([CH3:24])[CH3:23].[Br:35][CH2:36][CH2:37][CH2:38][CH2:39][CH2:40][C:41](O)=[O:42]. (10) Given the product [CH2:1]([N:8]1[C:17](=[O:18])[C:16]2[C:11](=[CH:12][C:13]([O:20][CH3:21])=[C:14]([O:19][CH:30]3[CH2:31][CH2:32][N:27]([C:25]([O:24][CH2:22][CH3:23])=[O:26])[CH2:28][CH2:29]3)[CH:15]=2)[N:10]=[CH:9]1)[C:2]1[CH:3]=[CH:4][CH:5]=[CH:6][CH:7]=1, predict the reactants needed to synthesize it. The reactants are: [CH2:1]([N:8]1[C:17](=[O:18])[C:16]2[C:11](=[CH:12][C:13]([O:20][CH3:21])=[C:14]([OH:19])[CH:15]=2)[N:10]=[CH:9]1)[C:2]1[CH:7]=[CH:6][CH:5]=[CH:4][CH:3]=1.[CH2:22]([O:24][C:25]([N:27]1[CH2:32][CH2:31][CH:30](OS(C)(=O)=O)[CH2:29][CH2:28]1)=[O:26])[CH3:23].C(=O)([O-])[O-].[K+].[K+].